This data is from Peptide-MHC class II binding affinity with 134,281 pairs from IEDB. The task is: Regression. Given a peptide amino acid sequence and an MHC pseudo amino acid sequence, predict their binding affinity value. This is MHC class II binding data. The peptide sequence is MGDDHFWAVRGGGGE. The MHC is DRB1_0802 with pseudo-sequence DRB1_0802. The binding affinity (normalized) is 0.457.